From a dataset of Catalyst prediction with 721,799 reactions and 888 catalyst types from USPTO. Predict which catalyst facilitates the given reaction. (1) Reactant: Br[C:2]1[CH:7]=[CH:6][N:5]=[C:4]([O:8]C)[CH:3]=1.[CH3:10][S:11][C:12]1[CH:17]=[CH:16][C:15](B(O)O)=[CH:14][CH:13]=1.C([O-])([O-])=O.[K+].[K+]. Product: [CH3:10][S:11][C:12]1[CH:17]=[CH:16][C:15]([C:2]2[CH:7]=[CH:6][NH:5][C:4](=[O:8])[CH:3]=2)=[CH:14][CH:13]=1. The catalyst class is: 418. (2) Reactant: [CH2:1]([NH:8][CH2:9][CH2:10][N:11]1[C:15]2=[N:16][CH:17]=[N:18][C:19]([NH2:20])=[C:14]2[C:13]([C:21]2[CH:26]=[C:25]([O:27]C)[CH:24]=[C:23]([F:29])[CH:22]=2)=[N:12]1)[C:2]1[CH:7]=[CH:6][CH:5]=[CH:4][CH:3]=1.B(Br)(Br)Br.C(=O)(O)[O-].[Na+]. Product: [NH2:20][C:19]1[N:18]=[CH:17][N:16]=[C:15]2[N:11]([CH2:10][CH2:9][NH:8][CH2:1][C:2]3[CH:7]=[CH:6][CH:5]=[CH:4][CH:3]=3)[N:12]=[C:13]([C:21]3[CH:26]=[C:25]([OH:27])[CH:24]=[C:23]([F:29])[CH:22]=3)[C:14]=12. The catalyst class is: 2. (3) Reactant: [CH3:1][N:2]1[C:6]([C:7]([F:10])([F:9])[F:8])=[CH:5][C:4]([OH:11])=[N:3]1.[H-].[Na+].Br[C:15]1[S:16][CH:17]=[CH:18][N:19]=1. Product: [CH3:1][N:2]1[C:6]([C:7]([F:8])([F:9])[F:10])=[CH:5][C:4]([O:11][C:15]2[S:16][CH:17]=[CH:18][N:19]=2)=[N:3]1. The catalyst class is: 3. (4) Reactant: [Cl:1][C:2]1[CH:3]=[C:4]([NH:8][C:9]2[N:14]=[C:13]([C:15]3[CH:20]=[CH:19][N:18]=[C:17](Cl)[CH:16]=3)[CH:12]=[CH:11][N:10]=2)[CH:5]=[CH:6][CH:7]=1.[NH2:22][CH:23]([CH3:27])[CH2:24][O:25][CH3:26]. Product: [Cl:1][C:2]1[CH:3]=[C:4]([NH:8][C:9]2[N:14]=[C:13]([C:15]3[CH:20]=[CH:19][N:18]=[C:17]([NH:22][CH:23]([CH3:27])[CH2:24][O:25][CH3:26])[CH:16]=3)[CH:12]=[CH:11][N:10]=2)[CH:5]=[CH:6][CH:7]=1. The catalyst class is: 12. (5) Reactant: [Si]([O:8][CH2:9][CH2:10][O:11][C:12]1[CH:13]=[CH:14][C:15]([C:26]2[NH:35][C:34](=[O:36])[C:33]3[C:28](=[CH:29][C:30]([O:39][CH3:40])=[CH:31][C:32]=3[O:37][CH3:38])[N:27]=2)=[N:16][C:17]=1[C:18]1[CH:23]=[CH:22][C:21]([S:24][CH3:25])=[CH:20][CH:19]=1)(C(C)(C)C)(C)C.[F-].C([N+](CCCC)(CCCC)CCCC)CCC. Product: [OH:8][CH2:9][CH2:10][O:11][C:12]1[CH:13]=[CH:14][C:15]([C:26]2[NH:35][C:34](=[O:36])[C:33]3[C:28](=[CH:29][C:30]([O:39][CH3:40])=[CH:31][C:32]=3[O:37][CH3:38])[N:27]=2)=[N:16][C:17]=1[C:18]1[CH:23]=[CH:22][C:21]([S:24][CH3:25])=[CH:20][CH:19]=1. The catalyst class is: 1. (6) Reactant: Br[CH2:2][CH2:3][CH:4]([C:9]1[S:13][C:12]2[CH:14]=[C:15]([C:18]([F:21])([F:20])[F:19])[CH:16]=[CH:17][C:11]=2[C:10]=1[CH3:22])[CH2:5][CH2:6][O:7][CH3:8].C(=O)([O-])[O-].[Cs+].[Cs+].[SH:29][C:30]1[S:31][C:32]([CH2:36][C:37]([O:39][CH2:40][CH3:41])=[O:38])=[C:33]([CH3:35])[N:34]=1. Product: [CH3:35][C:33]1[N:34]=[C:30]([S:29][CH2:2][CH2:3][CH:4]([C:9]2[S:13][C:12]3[CH:14]=[C:15]([C:18]([F:21])([F:20])[F:19])[CH:16]=[CH:17][C:11]=3[C:10]=2[CH3:22])[CH2:5][CH2:6][O:7][CH3:8])[S:31][C:32]=1[CH2:36][C:37]([O:39][CH2:40][CH3:41])=[O:38]. The catalyst class is: 23. (7) Reactant: [NH2:1][C:2]([C@H:4]1[CH2:8][CH2:7][C@@H:6]([C:9]2[CH:14]=[CH:13][C:12]([O:15][CH2:16][C:17]3[CH:22]=[CH:21][CH:20]=[CH:19][CH:18]=3)=[CH:11][CH:10]=2)[N:5]1C(OC(C)(C)C)=O)=[O:3].C([Cl:33])(=O)C. Product: [ClH:33].[C:17]1([CH2:16][O:15][C:12]2[CH:13]=[CH:14][C:9]([C@H:6]3[NH:5][C@@H:4]([C:2]([NH2:1])=[O:3])[CH2:8][CH2:7]3)=[CH:10][CH:11]=2)[CH:18]=[CH:19][CH:20]=[CH:21][CH:22]=1. The catalyst class is: 370.